Dataset: Catalyst prediction with 721,799 reactions and 888 catalyst types from USPTO. Task: Predict which catalyst facilitates the given reaction. (1) Reactant: [ClH:1].[NH2:2][CH2:3][C:4]([N:6]1[CH2:10][C@H:9]([NH:11][C:12](=[O:19])[C:13]2[CH:18]=[CH:17][CH:16]=[CH:15][CH:14]=2)[CH2:8][C@H:7]1[C:20]([OH:22])=[O:21])=[O:5]. Product: [OH2:5].[ClH:1].[NH2:2][CH2:3][C:4]([N:6]1[CH2:10][C@H:9]([NH:11][C:12](=[O:19])[C:13]2[CH:14]=[CH:15][CH:16]=[CH:17][CH:18]=2)[CH2:8][C@H:7]1[C:20]([OH:22])=[O:21])=[O:5]. The catalyst class is: 95. (2) Product: [C:72]([O:78][CH2:70][O:69][C:67]([N:2]([CH2:3][CH2:4][C:5]([N:7]1[CH2:16][CH2:15][C:14]2[C:9](=[CH:10][C:11]([O:19][CH3:20])=[C:12]([O:17][CH3:18])[CH:13]=2)[C:8]21[CH2:25][CH2:24][CH:23]([C:26]([N:28]1[CH2:33][CH2:32][N:31]([C:34]3[C:35]4[N:42]=[N:41][N:40]([CH3:43])[C:36]=4[N:37]=[CH:38][N:39]=3)[CH2:30][CH2:29]1)=[O:27])[CH2:22][CH:21]2[CH:44]1[C:53]2[C:48](=[CH:49][C:50]([O:56][CH3:57])=[C:51]([O:54][CH3:55])[CH:52]=2)[CH2:47][CH2:46][N:45]1[CH2:58][CH3:59])=[O:6])[CH3:1])=[O:68])(=[O:77])[C:73]([CH3:76])([CH3:75])[CH3:74]. Reactant: [CH3:1][NH:2][CH2:3][CH2:4][C:5]([N:7]1[CH2:16][CH2:15][C:14]2[C:9](=[CH:10][C:11]([O:19][CH3:20])=[C:12]([O:17][CH3:18])[CH:13]=2)[C:8]21[CH2:25][CH2:24][CH:23]([C:26]([N:28]1[CH2:33][CH2:32][N:31]([C:34]3[C:35]4[N:42]=[N:41][N:40]([CH3:43])[C:36]=4[N:37]=[CH:38][N:39]=3)[CH2:30][CH2:29]1)=[O:27])[CH2:22][CH:21]2[CH:44]1[C:53]2[C:48](=[CH:49][C:50]([O:56][CH3:57])=[C:51]([O:54][CH3:55])[CH:52]=2)[CH2:47][CH2:46][N:45]1[CH2:58][CH3:59])=[O:6].C(=O)([O-])[O-].[Cs+].[Cs+].Cl[C:67]([O:69][CH2:70]Cl)=[O:68].[C:72]([OH:78])(=[O:77])[C:73]([CH3:76])([CH3:75])[CH3:74]. The catalyst class is: 10.